This data is from Reaction yield outcomes from USPTO patents with 853,638 reactions. The task is: Predict the reaction yield, written as a fraction of the theoretical maximum amount of product (1.0 means a 100% yield; for example, 0.34 means a 34% yield). (1) The reactants are [C:1]([C:4]1[CH:9]=[C:8]([F:10])[CH:7]=[CH:6][C:5]=1[S:11][C:12]1[C:13]([C:17](O)=[O:18])=[CH:14][S:15][CH:16]=1)(O)=[O:2].C(C1C=CC=C([N+]([O-])=O)C=1SC1C=CC(F)=CC=1C(O)=O)(O)=O.B. No catalyst specified. The product is [F:10][C:8]1[CH:7]=[CH:6][C:5]([S:11][C:12]2[C:13]([CH2:17][OH:18])=[CH:14][S:15][CH:16]=2)=[C:4]([CH2:1][OH:2])[CH:9]=1. The yield is 0.720. (2) The reactants are C(OC1CCCCCCC(O)CCCCC1)(=O)C.[C:19]([O:22][CH:23]1[CH2:35][CH2:34][CH2:33][CH2:32][CH2:31][CH2:30][CH2:29][CH:28]([OH:36])[CH:27]=[CH:26][CH2:25][CH2:24]1)(=[O:21])[CH3:20].[H][H]. The catalyst is [Pd]. The product is [C:19]([O:22][CH:23]1[CH2:35][CH2:34][CH2:33][CH2:32][CH2:31][CH2:30][CH2:29][CH:28]([OH:36])[CH2:27][CH2:26][CH2:25][CH2:24]1)(=[O:21])[CH3:20]. The yield is 0.630. (3) The reactants are [F:1][C:2]1[CH:7]=[CH:6][C:5]([C:8]2[C:16]([C:17]3[CH:22]=[CH:21][N:20]=[C:19]([F:23])[CH:18]=3)=[C:11]3[CH:12]=[CH:13][CH:14]=[CH:15][N:10]3[N:9]=2)=[CH:4][CH:3]=1.[Br:24]N1C(=O)CCC1=O.C(=O)(O)[O-].[Na+]. The catalyst is CN(C=O)C. The product is [Br:24][C:14]1[CH:13]=[CH:12][C:11]2[N:10]([N:9]=[C:8]([C:5]3[CH:6]=[CH:7][C:2]([F:1])=[CH:3][CH:4]=3)[C:16]=2[C:17]2[CH:22]=[CH:21][N:20]=[C:19]([F:23])[CH:18]=2)[CH:15]=1. The yield is 0.500. (4) The reactants are [F:1][C:2]1[CH:3]=[CH:4][C:5]([C:8]([O:10]CC)=[O:9])=[N:6][CH:7]=1.[OH-].[Na+]. The catalyst is C1COCC1.CO. The product is [F:1][C:2]1[CH:3]=[CH:4][C:5]([C:8]([OH:10])=[O:9])=[N:6][CH:7]=1. The yield is 1.00. (5) The reactants are [NH2:1][C:2]1[CH:7]=[CH:6][CH:5]=[CH:4][C:3]=1[S:8]([NH2:11])(=[O:10])=[O:9].[I:12]Cl. The catalyst is C(Cl)(Cl)Cl. The product is [NH2:1][C:2]1[CH:7]=[CH:6][C:5]([I:12])=[CH:4][C:3]=1[S:8]([NH2:11])(=[O:9])=[O:10]. The yield is 0.550. (6) The catalyst is ClCCl. The yield is 0.380. The reactants are [F:1][C:2]1[CH:7]=[CH:6][C:5]([S:8](Cl)(=[O:10])=[O:9])=[CH:4][CH:3]=1.Cl.[F:13][C@H:14]1[CH2:18][CH2:17][NH:16][C@@H:15]1[C:19]([NH:21][CH2:22][C:23]1[CH:28]=[C:27]([C:29]2[CH:34]=[CH:33][C:32]([C:35]([F:38])([F:37])[F:36])=[C:31]([F:39])[CH:30]=2)[N:26]=[CH:25][N:24]=1)=[O:20]. The product is [F:13][C@H:14]1[CH2:18][CH2:17][N:16]([S:8]([C:5]2[CH:6]=[CH:7][C:2]([F:1])=[CH:3][CH:4]=2)(=[O:10])=[O:9])[C@@H:15]1[C:19]([NH:21][CH2:22][C:23]1[CH:28]=[C:27]([C:29]2[CH:34]=[CH:33][C:32]([C:35]([F:37])([F:38])[F:36])=[C:31]([F:39])[CH:30]=2)[N:26]=[CH:25][N:24]=1)=[O:20]. (7) The reactants are [NH2:1][C:2]1[CH:11]=[CH:10][CH:9]=[CH:8][C:3]=1[C:4]([NH:6][CH3:7])=[O:5].[Cl:12][C:13]1[N:18]=[C:17](Cl)[C:16]([Cl:20])=[CH:15][N:14]=1.C(=O)([O-])[O-].[K+].[K+].O. The catalyst is CN(C=O)C. The product is [Cl:12][C:13]1[N:18]=[C:17]([NH:1][C:2]2[CH:11]=[CH:10][CH:9]=[CH:8][C:3]=2[C:4]([NH:6][CH3:7])=[O:5])[C:16]([Cl:20])=[CH:15][N:14]=1. The yield is 0.920. (8) The reactants are [F:1][C:2]1[CH:7]=[CH:6][C:5]([F:8])=[CH:4][C:3]=1[C@H:9]1[CH2:13][CH2:12][CH2:11][N:10]1[C:14]1[CH:19]=[CH:18][N:17]2[N:20]=[CH:21][C:22]([NH2:23])=[C:16]2[N:15]=1.[OH:24][C:25]([CH3:30])([CH3:29])[C:26](O)=[O:27].CN(C(ON1N=NC2C=CC=NC1=2)=[N+](C)C)C.F[P-](F)(F)(F)(F)F.CCN(C(C)C)C(C)C. The catalyst is C(#N)C. The product is [F:1][C:2]1[CH:7]=[CH:6][C:5]([F:8])=[CH:4][C:3]=1[C@H:9]1[CH2:13][CH2:12][CH2:11][N:10]1[C:14]1[CH:19]=[CH:18][N:17]2[N:20]=[CH:21][C:22]([NH:23][C:26](=[O:27])[C:25]([OH:24])([CH3:30])[CH3:29])=[C:16]2[N:15]=1. The yield is 0.660. (9) The reactants are [Br:1][C:2]1[C:8]([F:9])=[CH:7][CH:6]=[CH:5][C:3]=1[NH2:4].[C:10](Cl)(=[O:14])[CH2:11][CH2:12][CH3:13].N1C=CC=CC=1.O. The catalyst is C(Cl)Cl. The product is [Br:1][C:2]1[C:8]([F:9])=[CH:7][CH:6]=[CH:5][C:3]=1[NH:4][C:10](=[O:14])[CH2:11][CH2:12][CH3:13]. The yield is 0.730. (10) The reactants are [CH2:1]([O:4][C:5]1[CH:10]=[CH:9][CH:8]=[CH:7][CH:6]=1)[C:2]#[CH:3].C([Li])CCC.C=O.N1C=CC=CC=1.[C:24]([O:27][C:28](=O)C)(=[O:26])[CH3:25]. The catalyst is C1COCC1. The product is [C:24]([O:27][CH2:28][C:3]#[C:2][CH2:1][O:4][C:5]1[CH:10]=[CH:9][CH:8]=[CH:7][CH:6]=1)(=[O:26])[CH3:25]. The yield is 0.870.